This data is from Reaction yield outcomes from USPTO patents with 853,638 reactions. The task is: Predict the reaction yield, written as a fraction of the theoretical maximum amount of product (1.0 means a 100% yield; for example, 0.34 means a 34% yield). (1) The reactants are [N:1]1([CH2:6][CH2:7]O)[CH2:5][CH2:4][CH2:3][CH2:2]1.S(Cl)([Cl:11])=O. No catalyst specified. The product is [ClH:11].[Cl:11][CH2:7][CH2:6][N:1]1[CH2:5][CH2:4][CH2:3][CH2:2]1. The yield is 0.460. (2) The reactants are [CH2:1]([N:3]1[C:7]([C:8]2[S:16][C:15]3[C:10](=[N:11][CH:12]=[CH:13][C:14]=3[O:17][C:18]3[CH:23]=[CH:22][C:21]([N+:24]([O-])=O)=[CH:20][C:19]=3[F:27])[CH:9]=2)=[CH:6][N:5]=[CH:4]1)[CH3:2].[BH4-].[Na+]. The catalyst is CO.C1COCC1.Cl[Ni]Cl. The product is [CH2:1]([N:3]1[C:7]([C:8]2[S:16][C:15]3[C:10](=[N:11][CH:12]=[CH:13][C:14]=3[O:17][C:18]3[CH:23]=[CH:22][C:21]([NH2:24])=[CH:20][C:19]=3[F:27])[CH:9]=2)=[CH:6][N:5]=[CH:4]1)[CH3:2]. The yield is 0.710. (3) The catalyst is C1(C)C=CC=CC=1. The yield is 0.850. The product is [C:6]1([S:12]([C:15]2[CH:4]=[CH:3][CH:2]=[CH:1][N:16]=2)(=[O:13])=[O:14])[CH:7]=[CH:8][CH:9]=[CH:10][CH:11]=1. The reactants are [CH:1](=O)/[CH:2]=[CH:3]/[CH3:4].[C:6]1([S:12]([C:15]#[N:16])(=[O:14])=[O:13])[CH:11]=[CH:10][CH:9]=[CH:8][CH:7]=1.B(OCCCC)(OCCCC)OCCCC.